This data is from NCI-60 drug combinations with 297,098 pairs across 59 cell lines. The task is: Regression. Given two drug SMILES strings and cell line genomic features, predict the synergy score measuring deviation from expected non-interaction effect. (1) Drug 1: CC1C(C(CC(O1)OC2CC(CC3=C2C(=C4C(=C3O)C(=O)C5=C(C4=O)C(=CC=C5)OC)O)(C(=O)CO)O)N)O.Cl. Drug 2: C1=CC(=CC=C1CC(C(=O)O)N)N(CCCl)CCCl.Cl. Cell line: SK-OV-3. Synergy scores: CSS=8.30, Synergy_ZIP=-6.31, Synergy_Bliss=-2.74, Synergy_Loewe=-0.359, Synergy_HSA=-1.33. (2) Drug 1: CN1C2=C(C=C(C=C2)N(CCCl)CCCl)N=C1CCCC(=O)O.Cl. Drug 2: CC12CCC3C(C1CCC2O)C(CC4=C3C=CC(=C4)O)CCCCCCCCCS(=O)CCCC(C(F)(F)F)(F)F. Cell line: MDA-MB-231. Synergy scores: CSS=-1.20, Synergy_ZIP=1.46, Synergy_Bliss=1.60, Synergy_Loewe=-2.84, Synergy_HSA=-3.36. (3) Drug 1: C1=CC(=C2C(=C1NCCNCCO)C(=O)C3=C(C=CC(=C3C2=O)O)O)NCCNCCO. Drug 2: C(CCl)NC(=O)N(CCCl)N=O. Cell line: T-47D. Synergy scores: CSS=30.2, Synergy_ZIP=-5.61, Synergy_Bliss=-0.141, Synergy_Loewe=-35.8, Synergy_HSA=-1.99. (4) Drug 1: CC1OCC2C(O1)C(C(C(O2)OC3C4COC(=O)C4C(C5=CC6=C(C=C35)OCO6)C7=CC(=C(C(=C7)OC)O)OC)O)O. Drug 2: CCN(CC)CCNC(=O)C1=C(NC(=C1C)C=C2C3=C(C=CC(=C3)F)NC2=O)C. Cell line: HL-60(TB). Synergy scores: CSS=54.4, Synergy_ZIP=0.716, Synergy_Bliss=0.143, Synergy_Loewe=-13.9, Synergy_HSA=-0.706. (5) Drug 1: CC1=C(C=C(C=C1)NC(=O)C2=CC=C(C=C2)CN3CCN(CC3)C)NC4=NC=CC(=N4)C5=CN=CC=C5. Drug 2: CN(C(=O)NC(C=O)C(C(C(CO)O)O)O)N=O. Cell line: SN12C. Synergy scores: CSS=-6.17, Synergy_ZIP=4.66, Synergy_Bliss=2.13, Synergy_Loewe=-4.69, Synergy_HSA=-6.53. (6) Drug 1: C1CC(C1)(C(=O)O)C(=O)O.[NH2-].[NH2-].[Pt+2]. Drug 2: C1C(C(OC1N2C=NC3=C2NC=NCC3O)CO)O. Cell line: NCI-H522. Synergy scores: CSS=15.3, Synergy_ZIP=-5.79, Synergy_Bliss=-3.81, Synergy_Loewe=-1.70, Synergy_HSA=-2.55. (7) Drug 1: C1CC(=O)NC(=O)C1N2CC3=C(C2=O)C=CC=C3N. Drug 2: CCC1(CC2CC(C3=C(CCN(C2)C1)C4=CC=CC=C4N3)(C5=C(C=C6C(=C5)C78CCN9C7C(C=CC9)(C(C(C8N6C=O)(C(=O)OC)O)OC(=O)C)CC)OC)C(=O)OC)O.OS(=O)(=O)O. Cell line: HL-60(TB). Synergy scores: CSS=9.88, Synergy_ZIP=-2.54, Synergy_Bliss=-1.79, Synergy_Loewe=-3.37, Synergy_HSA=-3.13. (8) Drug 1: CC(C1=C(C=CC(=C1Cl)F)Cl)OC2=C(N=CC(=C2)C3=CN(N=C3)C4CCNCC4)N. Drug 2: CC1=CC2C(CCC3(C2CCC3(C(=O)C)OC(=O)C)C)C4(C1=CC(=O)CC4)C. Cell line: NCI-H522. Synergy scores: CSS=11.7, Synergy_ZIP=-0.797, Synergy_Bliss=3.77, Synergy_Loewe=-0.286, Synergy_HSA=2.60.